Dataset: Merck oncology drug combination screen with 23,052 pairs across 39 cell lines. Task: Regression. Given two drug SMILES strings and cell line genomic features, predict the synergy score measuring deviation from expected non-interaction effect. (1) Drug 1: Cc1nc(Nc2ncc(C(=O)Nc3c(C)cccc3Cl)s2)cc(N2CCN(CCO)CC2)n1. Drug 2: COC1CC2CCC(C)C(O)(O2)C(=O)C(=O)N2CCCCC2C(=O)OC(C(C)CC2CCC(OP(C)(C)=O)C(OC)C2)CC(=O)C(C)C=C(C)C(O)C(OC)C(=O)C(C)CC(C)C=CC=CC=C1C. Cell line: HT144. Synergy scores: synergy=-11.9. (2) Drug 1: N#Cc1ccc(Cn2cncc2CN2CCN(c3cccc(Cl)c3)C(=O)C2)cc1. Drug 2: CS(=O)(=O)CCNCc1ccc(-c2ccc3ncnc(Nc4ccc(OCc5cccc(F)c5)c(Cl)c4)c3c2)o1. Cell line: LOVO. Synergy scores: synergy=25.8. (3) Drug 1: CN1C(=O)C=CC2(C)C3CCC4(C)C(NC(=O)OCC(F)(F)F)CCC4C3CCC12. Drug 2: CCN(CC)CCNC(=O)c1c(C)[nH]c(C=C2C(=O)Nc3ccc(F)cc32)c1C. Cell line: KPL1. Synergy scores: synergy=16.5. (4) Drug 1: C=CCn1c(=O)c2cnc(Nc3ccc(N4CCN(C)CC4)cc3)nc2n1-c1cccc(C(C)(C)O)n1. Drug 2: NC1CCCCC1N.O=C(O)C(=O)O.[Pt+2]. Cell line: NCIH460. Synergy scores: synergy=-11.9. (5) Drug 1: O=C(O)C1(Cc2cccc(Nc3nccs3)n2)CCC(Oc2cccc(Cl)c2F)CC1. Drug 2: CC1(c2nc3c(C(N)=O)cccc3[nH]2)CCCN1. Cell line: SKOV3. Synergy scores: synergy=18.7. (6) Drug 1: N.N.O=C(O)C1(C(=O)O)CCC1.[Pt]. Drug 2: CCN(CC)CCNC(=O)c1c(C)[nH]c(C=C2C(=O)Nc3ccc(F)cc32)c1C. Cell line: ZR751. Synergy scores: synergy=12.7.